Dataset: Forward reaction prediction with 1.9M reactions from USPTO patents (1976-2016). Task: Predict the product of the given reaction. (1) Given the reactants Cl[C:2]1[N:7]=[N:6][C:5]([N:8]2[CH:12]=[C:11]([C:13]3[C:21]4[C:16](=[CH:17][C:18]([F:22])=[CH:19][CH:20]=4)[N:15]([S:23]([C:26]4[CH:31]=[CH:30][CH:29]=[CH:28][CH:27]=4)(=[O:25])=[O:24])[CH:14]=3)[CH:10]=[N:9]2)=[CH:4][CH:3]=1.[CH3:32][O:33][C:34]1[CH:41]=[C:40]([O:42][CH3:43])[CH:39]=[CH:38][C:35]=1[CH2:36][NH2:37], predict the reaction product. The product is: [CH3:32][O:33][C:34]1[CH:41]=[C:40]([O:42][CH3:43])[CH:39]=[CH:38][C:35]=1[CH2:36][NH:37][C:2]1[N:7]=[N:6][C:5]([N:8]2[CH:12]=[C:11]([C:13]3[C:21]4[C:16](=[CH:17][C:18]([F:22])=[CH:19][CH:20]=4)[N:15]([S:23]([C:26]4[CH:31]=[CH:30][CH:29]=[CH:28][CH:27]=4)(=[O:25])=[O:24])[CH:14]=3)[CH:10]=[N:9]2)=[CH:4][CH:3]=1. (2) Given the reactants [F:1][C:2]1[CH:9]=[C:8](F)[C:7]([F:11])=[CH:6][C:3]=1[C:4]#[N:5].[NH2:12][NH2:13], predict the reaction product. The product is: [NH:12]([C:8]1[C:7]([F:11])=[CH:6][C:3]([C:4]#[N:5])=[C:2]([F:1])[CH:9]=1)[NH2:13].